From a dataset of Reaction yield outcomes from USPTO patents with 853,638 reactions. Predict the reaction yield, written as a fraction of the theoretical maximum amount of product (1.0 means a 100% yield; for example, 0.34 means a 34% yield). (1) The reactants are Br[C:2]1[N:3]=[C:4]([CH:7]([O:20][Si:21]([C:24]([CH3:27])([CH3:26])[CH3:25])([CH3:23])[CH3:22])[CH2:8][CH2:9][CH2:10][CH2:11][CH2:12][CH2:13][C:14]2[CH:19]=[CH:18][CH:17]=[CH:16][CH:15]=2)[O:5][CH:6]=1.C([Sn](CCCC)(CCCC)[C:33]1[CH:38]=[CH:37][N:36]=[CH:35][CH:34]=1)CCC. The catalyst is C1(C)C=CC=CC=1. The product is [Si:21]([O:20][CH:7]([C:4]1[O:5][CH:6]=[C:2]([C:33]2[CH:38]=[CH:37][N:36]=[CH:35][CH:34]=2)[N:3]=1)[CH2:8][CH2:9][CH2:10][CH2:11][CH2:12][CH2:13][C:14]1[CH:19]=[CH:18][CH:17]=[CH:16][CH:15]=1)([C:24]([CH3:27])([CH3:26])[CH3:25])([CH3:23])[CH3:22]. The yield is 0.820. (2) The reactants are [CH2:1]([C:5]1[N:6]([CH2:13][C:14]2[CH:19]=[CH:18][C:17]([C:20]3[C:21]([C:26]#[N:27])=[CH:22][CH:23]=[CH:24][CH:25]=3)=[CH:16][CH:15]=2)[C:7](=[O:12])[CH:8]=[C:9]([CH3:11])[N:10]=1)[CH2:2][CH2:3][CH3:4].[Br:28]Br. The catalyst is C(O)(=O)C.C(OCC)(=O)C. The product is [Br:28][C:8]1[C:7](=[O:12])[N:6]([CH2:13][C:14]2[CH:15]=[CH:16][C:17]([C:20]3[C:21]([C:26]#[N:27])=[CH:22][CH:23]=[CH:24][CH:25]=3)=[CH:18][CH:19]=2)[C:5]([CH2:1][CH2:2][CH2:3][CH3:4])=[N:10][C:9]=1[CH3:11]. The yield is 0.880. (3) The reactants are Cl[C:2]1[N:7]=[C:6]([C:8]2[CH:9]=[N:10][N:11]3[CH:16]=[CH:15][CH:14]=[CH:13][C:12]=23)[C:5]([Cl:17])=[CH:4][N:3]=1.[CH3:18][O:19][C:20]1[CH:26]=[C:25]([C:27]2[CH2:28][CH2:29][N:30]([CH3:33])[CH2:31][CH:32]=2)[C:24]([N+:34]([O-:36])=[O:35])=[CH:23][C:21]=1[NH2:22].C[Si]([N-][Si](C)(C)C)(C)C.[Li+].CO. The catalyst is C1COCC1. The product is [Cl:17][C:5]1[C:6]([C:8]2[CH:9]=[N:10][N:11]3[CH:16]=[CH:15][CH:14]=[CH:13][C:12]=23)=[N:7][C:2]([NH:22][C:21]2[CH:23]=[C:24]([N+:34]([O-:36])=[O:35])[C:25]([C:27]3[CH2:32][CH2:31][N:30]([CH3:33])[CH2:29][CH:28]=3)=[CH:26][C:20]=2[O:19][CH3:18])=[N:3][CH:4]=1. The yield is 0.720. (4) The reactants are ClCCl.[Cl:4][C:5]1[CH:32]=[CH:31][CH:30]=[CH:29][C:6]=1[CH2:7][S:8][C:9]1[S:10][C:11]2[CH:17]=[C:16]([Cl:18])[C:15]([N:19]3[C:23](=[O:24])[N:22]([CH:25]([F:27])[F:26])[C:21]([CH3:28])=[N:20]3)=[CH:14][C:12]=2[N:13]=1.ClC1C=C(C=CC=1)C(OO)=[O:38].[OH2:44]. No catalyst specified. The product is [Cl:4][C:5]1[CH:32]=[CH:31][CH:30]=[CH:29][C:6]=1[CH2:7][S:8]([C:9]1[S:10][C:11]2[CH:17]=[C:16]([Cl:18])[C:15]([N:19]3[C:23](=[O:24])[N:22]([CH:25]([F:26])[F:27])[C:21]([CH3:28])=[N:20]3)=[CH:14][C:12]=2[N:13]=1)(=[O:38])=[O:44]. The yield is 0.900. (5) The product is [F:26][C:2]([F:27])([F:1])[CH2:3][N:4]1[C:8]([C:9]2[N:10]=[C:11]3[C:17]4[CH:18]=[CH:19][C:20]([NH2:30])=[CH:21][C:16]=4[O:15][CH2:14][CH2:13][N:12]3[CH:25]=2)=[N:7][CH:6]=[N:5]1. The catalyst is CN(C=O)C.C(OCC)(=O)C.C([O-])(O)=O.[Na+]. The reactants are [F:1][C:2]([F:27])([F:26])[CH2:3][N:4]1[C:8]([C:9]2[N:10]=[C:11]3[C:17]4[CH:18]=[CH:19][C:20](C(O)=O)=[CH:21][C:16]=4[O:15][CH2:14][CH2:13][N:12]3[CH:25]=2)=[N:7][CH:6]=[N:5]1.C([N:30](CC)CC)C.C1C=CC(OP(OC2C=CC=CC=2)(N=[N+]=[N-])=O)=CC=1.O. The yield is 0.540. (6) The reactants are [OH:1][C:2]1[CH:3]=[N:4][CH:5]=[CH:6][CH:7]=1.[H-].[Na+].[Cl:10][CH2:11][CH2:12][CH2:13][CH2:14]I.[Na+].[Cl-]. The catalyst is CN(C)C=O.O. The product is [Cl:10][CH2:11][CH2:12][CH2:13][CH2:14][O:1][C:2]1[CH:3]=[N:4][CH:5]=[CH:6][CH:7]=1. The yield is 1.00.